From a dataset of NCI-60 drug combinations with 297,098 pairs across 59 cell lines. Regression. Given two drug SMILES strings and cell line genomic features, predict the synergy score measuring deviation from expected non-interaction effect. (1) Drug 1: C1CCC(C(C1)N)N.C(=O)(C(=O)[O-])[O-].[Pt+4]. Drug 2: CC1C(C(CC(O1)OC2CC(CC3=C2C(=C4C(=C3O)C(=O)C5=C(C4=O)C(=CC=C5)OC)O)(C(=O)CO)O)N)O.Cl. Cell line: DU-145. Synergy scores: CSS=36.4, Synergy_ZIP=-5.04, Synergy_Bliss=-8.18, Synergy_Loewe=-11.3, Synergy_HSA=-4.50. (2) Drug 1: CC1C(C(CC(O1)OC2CC(CC3=C2C(=C4C(=C3O)C(=O)C5=C(C4=O)C(=CC=C5)OC)O)(C(=O)C)O)N)O.Cl. Drug 2: B(C(CC(C)C)NC(=O)C(CC1=CC=CC=C1)NC(=O)C2=NC=CN=C2)(O)O. Cell line: NCI-H322M. Synergy scores: CSS=2.83, Synergy_ZIP=1.00, Synergy_Bliss=4.76, Synergy_Loewe=2.62, Synergy_HSA=2.32. (3) Drug 1: CCC1(CC2CC(C3=C(CCN(C2)C1)C4=CC=CC=C4N3)(C5=C(C=C6C(=C5)C78CCN9C7C(C=CC9)(C(C(C8N6C)(C(=O)OC)O)OC(=O)C)CC)OC)C(=O)OC)O.OS(=O)(=O)O. Drug 2: C1=NC2=C(N1)C(=S)N=CN2. Cell line: SNB-19. Synergy scores: CSS=17.6, Synergy_ZIP=-7.29, Synergy_Bliss=-4.44, Synergy_Loewe=-7.24, Synergy_HSA=-1.78.